Predict which catalyst facilitates the given reaction. From a dataset of Catalyst prediction with 721,799 reactions and 888 catalyst types from USPTO. (1) Reactant: [F:1][C:2]1[C:7]2[N:8]=[CH:9][O:10][C:6]=2[CH:5]=[C:4](C(O)=O)[C:3]=1[NH:14][C:15]1[CH:20]=[CH:19][C:18]([I:21])=[CH:17][C:16]=1[F:22].C1C=CC(P(N=[N+]=[N-])(C2C=CC=CC=2)=[O:30])=CC=1.C([N:42]([CH2:45]C)CC)C. Product: [F:1][C:2]1[C:7]2[N:8]=[CH:9][O:10][C:6]=2[CH:5]=[C:4]2[NH:42][C:45](=[O:30])[N:14]([C:15]3[CH:20]=[CH:19][C:18]([I:21])=[CH:17][C:16]=3[F:22])[C:3]=12. The catalyst class is: 218. (2) Reactant: C(O[K])(C)(C)C.[C:7]([O:11][C:12]([N:14]1[CH2:19][CH2:18][CH:17]([OH:20])[CH:16]([C:21]([F:24])([F:23])[F:22])[CH2:15]1)=[O:13])([CH3:10])([CH3:9])[CH3:8].F[C:26]1[CH:33]=[CH:32][CH:31]=[CH:30][C:27]=1[CH:28]=[O:29]. Product: [C:7]([O:11][C:12]([N:14]1[CH2:19][CH2:18][CH:17]([O:20][C:26]2[CH:33]=[CH:32][CH:31]=[CH:30][C:27]=2[CH:28]=[O:29])[CH:16]([C:21]([F:24])([F:22])[F:23])[CH2:15]1)=[O:13])([CH3:10])([CH3:8])[CH3:9]. The catalyst class is: 38. (3) Reactant: CN.[Cl:3][C:4]1[CH:5]=[C:6]([CH:9]=[C:10]([N:12]2[CH2:17][CH2:16][C:15](=O)[CH2:14][CH2:13]2)[N:11]=1)[C:7]#[N:8].ClC1C=C(C=C(N2CCC(O)CC2)N=1)[C:23]#[N:24].C(O[BH-](OC(=O)C)OC(=O)C)(=O)C.[Na+]. Product: [Cl:3][C:4]1[CH:5]=[C:6]([CH:9]=[C:10]([N:12]2[CH2:17][CH2:16][CH:15]([NH:24][CH3:23])[CH2:14][CH2:13]2)[N:11]=1)[C:7]#[N:8]. The catalyst class is: 1. (4) Reactant: I[C:2]1[CH:11]=[CH:10][C:5]([C:6]([O:8][CH3:9])=[O:7])=[CH:4][CH:3]=1.[Cl-].[Li+].C([Mg]Cl)(C)C.[CH3:19][C:20]([CH3:25])([CH3:24])[CH2:21][CH:22]=[O:23].O. Product: [OH:23][CH:22]([C:2]1[CH:11]=[CH:10][C:5]([C:6]([O:8][CH3:9])=[O:7])=[CH:4][CH:3]=1)[CH2:21][C:20]([CH3:25])([CH3:24])[CH3:19]. The catalyst class is: 7. (5) The catalyst class is: 32. Product: [OH:27][N:26]=[C:1]([C:3]1[CH:20]=[CH:19][C:6]([CH2:7][N:8]2[CH2:9][CH:10]([C:12]([O:14][C:15]([CH3:18])([CH3:17])[CH3:16])=[O:13])[CH2:11]2)=[CH:5][C:4]=1[C:21]([F:24])([F:23])[F:22])[NH2:2]. Reactant: [C:1]([C:3]1[CH:20]=[CH:19][C:6]([CH2:7][N:8]2[CH2:11][CH:10]([C:12]([O:14][C:15]([CH3:18])([CH3:17])[CH3:16])=[O:13])[CH2:9]2)=[CH:5][C:4]=1[C:21]([F:24])([F:23])[F:22])#[N:2].Cl.[NH2:26][OH:27].C(=O)(O)[O-].[Na+]. (6) Reactant: [F:1][C:2]1[CH:3]=[CH:4][C:5]([CH3:15])=[C:6]2[C:10]=1[N:9]([CH2:11][CH2:12][O:13][CH3:14])[CH:8]=[CH:7]2.[C:16](O[C:16]([C:18]([F:21])([F:20])[F:19])=[O:17])([C:18]([F:21])([F:20])[F:19])=[O:17]. Product: [F:19][C:18]([F:21])([F:20])[C:16]([C:7]1[C:6]2[C:10](=[C:2]([F:1])[CH:3]=[CH:4][C:5]=2[CH3:15])[N:9]([CH2:11][CH2:12][O:13][CH3:14])[CH:8]=1)=[O:17]. The catalyst class is: 3. (7) Reactant: C(=O)(O)[O-].[Na+].[CH3:6][C:7]([CH3:11])=[CH:8][CH2:9]Br.[N+:12]([C:15]1[NH:16][CH:17]=[CH:18][N:19]=1)([O-:14])=[O:13]. Product: [CH3:6][C:7]([CH3:11])=[CH:8][CH2:9][N:16]1[CH:17]=[CH:18][N:19]=[C:15]1[N+:12]([O-:14])=[O:13]. The catalyst class is: 10. (8) Reactant: [Cl:1][C:2]1[C:3]([NH:23][C:24]2[CH:28]=[C:27]([CH3:29])[NH:26][N:25]=2)=[N:4][C:5]([NH:8][C:9]2[CH:14]=[C:13]([CH3:15])[C:12]([CH:16]3[CH2:21][CH2:20][NH:19][CH2:18][CH2:17]3)=[CH:11][C:10]=2[F:22])=[N:6][CH:7]=1.Br[CH2:31][CH:32]1[CH2:34][C:33]1([F:36])[F:35].C(N(CC)CC)C. Product: [Cl:1][C:2]1[C:3]([NH:23][C:24]2[CH:28]=[C:27]([CH3:29])[NH:26][N:25]=2)=[N:4][C:5]([NH:8][C:9]2[CH:14]=[C:13]([CH3:15])[C:12]([CH:16]3[CH2:17][CH2:18][N:19]([CH2:31][CH:32]4[CH2:34][C:33]4([F:36])[F:35])[CH2:20][CH2:21]3)=[CH:11][C:10]=2[F:22])=[N:6][CH:7]=1. The catalyst class is: 3. (9) Reactant: C(OC([N:8]1[C:16]2[C:11](=[CH:12][CH:13]=[C:14]([Cl:17])[CH:15]=2)/[C:10](=[CH:18]/[C:19]2[CH:24]=[C:23]([Cl:25])[CH:22]=[CH:21][C:20]=2[O:26][CH2:27][C:28]#[N:29])/[C:9]1=[O:30])=O)(C)(C)C.[F:31][C:32]1[CH:33]=[CH:34][C:35]([CH3:47])=[C:36]([CH:38]=[N:39][C:40]([O:42][Si](C)(C)C)=[CH2:41])[CH:37]=1. Product: [Cl:17][C:14]1[CH:15]=[C:16]2[NH:8][C:9](=[O:30])[C:10]3([CH:18]([C:19]4[CH:24]=[C:23]([Cl:25])[CH:22]=[CH:21][C:20]=4[O:26][CH2:27][C:28]#[N:29])[CH2:41][C:40](=[O:42])[NH:39][CH:38]3[C:36]3[CH:37]=[C:32]([F:31])[CH:33]=[CH:34][C:35]=3[CH3:47])[C:11]2=[CH:12][CH:13]=1. The catalyst class is: 11.